From a dataset of Catalyst prediction with 721,799 reactions and 888 catalyst types from USPTO. Predict which catalyst facilitates the given reaction. (1) Reactant: [CH2:1]([O:8][C:9]1[CH:19]=[CH:18][C:12]2[CH:13]=[C:14]([CH:16]=[O:17])[S:15][C:11]=2[CH:10]=1)[C:2]1[CH:7]=[CH:6][CH:5]=[CH:4][CH:3]=1.[H-].[H-].[H-].[H-].[Li+].[Al+3]. Product: [CH2:1]([O:8][C:9]1[CH:19]=[CH:18][C:12]2[CH:13]=[C:14]([CH2:16][OH:17])[S:15][C:11]=2[CH:10]=1)[C:2]1[CH:3]=[CH:4][CH:5]=[CH:6][CH:7]=1. The catalyst class is: 1. (2) Reactant: [CH2:1]([S:8][C:9]1[CH:10]=[CH:11][C:12]([NH:22][CH:23]2[CH2:28][CH2:27][CH2:26][CH2:25][CH:24]2[OH:29])=[C:13](/[CH:15]=[CH:16]/[C:17]([O:19]CC)=O)[CH:14]=1)[C:2]1[CH:7]=[CH:6][CH:5]=[CH:4][CH:3]=1.C[O-].[Na+]. Product: [CH2:1]([S:8][C:9]1[CH:14]=[C:13]2[C:12](=[CH:11][CH:10]=1)[N:22]([C@@H:23]1[CH2:28][CH2:27][CH2:26][CH2:25][C@H:24]1[OH:29])[C:17](=[O:19])[CH:16]=[CH:15]2)[C:2]1[CH:7]=[CH:6][CH:5]=[CH:4][CH:3]=1. The catalyst class is: 5. (3) Reactant: [C:1]1([C:7]([C:50]2[CH:55]=[CH:54][CH:53]=[CH:52][CH:51]=2)([C:44]2[CH:49]=[CH:48][CH:47]=[CH:46][CH:45]=2)[N:8]2[N:12]=[C:11]([C:13]3[CH:18]=[CH:17][CH:16]=[CH:15][C:14]=3[C:19]3[CH:24]=[CH:23][C:22]([CH2:25][N:26]([C:33]4[CH:34]=[C:35]([CH:41]=[CH:42][CH:43]=4)[C:36]([O:38]CC)=[O:37])[C:27](=[O:32])[CH2:28][CH2:29][CH2:30][CH3:31])=[CH:21][CH:20]=3)[N:10]=[N:9]2)[CH:6]=[CH:5][CH:4]=[CH:3][CH:2]=1.[OH-].[Na+]. Product: [C:44]1([C:7]([C:50]2[CH:51]=[CH:52][CH:53]=[CH:54][CH:55]=2)([C:1]2[CH:2]=[CH:3][CH:4]=[CH:5][CH:6]=2)[N:8]2[N:12]=[C:11]([C:13]3[CH:18]=[CH:17][CH:16]=[CH:15][C:14]=3[C:19]3[CH:24]=[CH:23][C:22]([CH2:25][N:26]([C:33]4[CH:34]=[C:35]([CH:41]=[CH:42][CH:43]=4)[C:36]([OH:38])=[O:37])[C:27](=[O:32])[CH2:28][CH2:29][CH2:30][CH3:31])=[CH:21][CH:20]=3)[N:10]=[N:9]2)[CH:45]=[CH:46][CH:47]=[CH:48][CH:49]=1. The catalyst class is: 12.